Dataset: Forward reaction prediction with 1.9M reactions from USPTO patents (1976-2016). Task: Predict the product of the given reaction. (1) Given the reactants [O:1]=[S:2]1(=[O:17])[CH2:6][CH2:5][CH2:4][N:3]1[C:7]1[CH:15]=[CH:14][C:10]([C:11]([OH:13])=O)=[C:9]([F:16])[CH:8]=1.[CH3:18][C:19]1[C:20]([N:29]2[CH2:34][CH2:33][NH:32][CH2:31][CH2:30]2)=[N:21][CH:22]=[C:23]([C:25]([F:28])([F:27])[F:26])[CH:24]=1, predict the reaction product. The product is: [O:17]=[S:2]1(=[O:1])[CH2:6][CH2:5][CH2:4][N:3]1[C:7]1[CH:15]=[CH:14][C:10]([C:11]([N:32]2[CH2:33][CH2:34][N:29]([C:20]3[C:19]([CH3:18])=[CH:24][C:23]([C:25]([F:28])([F:26])[F:27])=[CH:22][N:21]=3)[CH2:30][CH2:31]2)=[O:13])=[C:9]([F:16])[CH:8]=1. (2) Given the reactants [CH3:1][C:2]1[N:7]=[C:6]([SH:8])[N:5]=[C:4]([OH:9])[CH:3]=1.C(=O)([O-])[O-].[K+].[K+].Br[CH2:17][C:18]1[CH:19]=[N:20][CH:21]=[CH:22][C:23]=1[C:24]([F:27])([F:26])[F:25], predict the reaction product. The product is: [CH3:1][C:2]1[N:7]=[C:6]([S:8][CH2:17][C:18]2[CH:19]=[N:20][CH:21]=[CH:22][C:23]=2[C:24]([F:27])([F:25])[F:26])[N:5]=[C:4]([OH:9])[CH:3]=1. (3) Given the reactants [NH:1]1[C:9]2[C:4](=[CH:5][CH:6]=[CH:7][CH:8]=2)[C:3](/[CH:10]=[CH:11]/[C:12]2[CH:20]=[CH:19][C:15]([C:16](O)=[O:17])=[CH:14][CH:13]=2)=[N:2]1.[CH3:21][NH:22][CH3:23].ON1C2C=CC=CC=2N=N1.C(N=C=NCCCN(C)C)C, predict the reaction product. The product is: [CH3:21][N:22]([CH3:23])[C:16](=[O:17])[C:15]1[CH:19]=[CH:20][C:12](/[CH:11]=[CH:10]/[C:3]2[C:4]3[C:9](=[CH:8][CH:7]=[CH:6][CH:5]=3)[NH:1][N:2]=2)=[CH:13][CH:14]=1. (4) Given the reactants [CH:1]12[CH2:10][CH:5]3[CH2:6][CH:7]([CH2:9][CH:3]([CH2:4]3)[CH:2]1[NH:11][C:12]([N:14]1[CH2:18][CH2:17]N=[CH:15]1)=[O:13])[CH2:8]2.[CH3:19][O:20][C:21](=[O:33])[C:22]1[CH:27]=[CH:26][C:25]([O:28]CCNC)=[CH:24][CH:23]=1.O, predict the reaction product. The product is: [CH3:19][O:20][C:21](=[O:33])[C:22]1[CH:27]=[CH:26][C:25]([O:28][CH2:17][CH2:18][N:14]([CH3:15])[C:12]([NH:11][CH:2]2[CH:1]3[CH2:8][CH:7]4[CH2:6][CH:5]([CH2:4][CH:3]2[CH2:9]4)[CH2:10]3)=[O:13])=[CH:24][CH:23]=1. (5) Given the reactants [Br:1][C:2]1[CH:7]=[C:6]([CH3:8])[C:5]([OH:9])=[C:4]([CH3:10])[CH:3]=1.[CH2:11](Cl)[CH:12]=[CH2:13], predict the reaction product. The product is: [CH2:13]([O:9][C:5]1[C:6]([CH3:8])=[CH:7][C:2]([Br:1])=[CH:3][C:4]=1[CH3:10])[CH:12]=[CH2:11]. (6) Given the reactants [CH2:1]1[C:13]2[NH:12][C:11]3[C:6](=[CH:7][C:8]([NH2:14])=[CH:9][CH:10]=3)[C:5]=2[CH2:4][CH2:3][CH2:2]1.[O:15]1[C:19]2[CH:20]=[CH:21][C:22]([C:24]3([C:27](O)=[O:28])[CH2:26][CH2:25]3)=[CH:23][C:18]=2[O:17][CH2:16]1.C(N(C(C)C)CC)(C)C.CN(C(ON1N=NC2C=CC=NC1=2)=[N+](C)C)C.F[P-](F)(F)(F)(F)F, predict the reaction product. The product is: [O:15]1[C:19]2[CH:20]=[CH:21][C:22]([C:24]3([C:27]([NH:14][C:8]4[CH:7]=[C:6]5[C:11](=[CH:10][CH:9]=4)[NH:12][C:13]4[CH2:1][CH2:2][CH2:3][CH2:4][C:5]5=4)=[O:28])[CH2:25][CH2:26]3)=[CH:23][C:18]=2[O:17][CH2:16]1. (7) The product is: [ClH:6].[N:12]1[CH:13]=[CH:14][CH:15]=[C:10]([NH:8]/[N:9]=[CH:2]/[C:1]([OH:5])=[O:4])[CH:11]=1. Given the reactants [C:1]([OH:5])(=[O:4])[CH:2]=O.[ClH:6].Cl.[NH:8]([C:10]1[CH:11]=[N:12][CH:13]=[CH:14][CH:15]=1)[NH2:9], predict the reaction product. (8) Given the reactants N[C:2]1[CH:10]=[N:9][CH:8]=[CH:7][C:3]=1[C:4]([OH:6])=[O:5].S(=O)(=O)(O)[OH:12].N([O-])=O.[Na+].N, predict the reaction product. The product is: [OH:12][C:2]1[CH:10]=[N:9][CH:8]=[CH:7][C:3]=1[C:4]([OH:6])=[O:5].